Dataset: Catalyst prediction with 721,799 reactions and 888 catalyst types from USPTO. Task: Predict which catalyst facilitates the given reaction. (1) Reactant: [OH:1][CH:2]([C:5]1[C:6]2[N:7]([N:13]=[C:14]([C:16]([F:19])([F:18])[F:17])[N:15]=2)[C:8]([O:11][CH3:12])=[CH:9][CH:10]=1)[CH2:3][CH3:4].C(N(CC)CC)C.O. Product: [CH3:12][O:11][C:8]1[N:7]2[N:13]=[C:14]([C:16]([F:19])([F:18])[F:17])[N:15]=[C:6]2[C:5]([C:2](=[O:1])[CH2:3][CH3:4])=[CH:10][CH:9]=1. The catalyst class is: 16. (2) Reactant: FC(F)(F)C(O)=O.[O:8]1[CH2:11][CH:10]([N:12]2[CH2:17][CH2:16][N:15](C(OC(C)(C)C)=O)[CH2:14][CH2:13]2)[CH2:9]1. Product: [O:8]1[CH2:11][CH:10]([N:12]2[CH2:17][CH2:16][NH:15][CH2:14][CH2:13]2)[CH2:9]1. The catalyst class is: 2. (3) Reactant: Cl.Cl.[NH:3]1[CH2:8][CH2:7][CH:6]([NH:9][C:10]([C:12]2[N:13]=[N:14][C:15]([CH2:32][CH2:33][CH2:34][CH3:35])=[C:16]([C:18]3[CH:23]=[CH:22][C:21]([O:24][CH2:25][C:26]4[CH:31]=[CH:30][CH:29]=[CH:28][CH:27]=4)=[CH:20][CH:19]=3)[CH:17]=2)=[O:11])[CH2:5][CH2:4]1.C=O.[C:38](O[BH-](OC(=O)C)OC(=O)C)(=O)C.[Na+]. Product: [CH3:38][N:3]1[CH2:8][CH2:7][CH:6]([NH:9][C:10]([C:12]2[N:13]=[N:14][C:15]([CH2:32][CH2:33][CH2:34][CH3:35])=[C:16]([C:18]3[CH:23]=[CH:22][C:21]([O:24][CH2:25][C:26]4[CH:31]=[CH:30][CH:29]=[CH:28][CH:27]=4)=[CH:20][CH:19]=3)[CH:17]=2)=[O:11])[CH2:5][CH2:4]1. The catalyst class is: 2. (4) Reactant: [CH2:1]([O:8][C:9]1[CH:10]=[C:11]2[C:16](=[CH:17][C:18]=1[O:19][CH3:20])[CH:15](/[CH:21]=[CH:22]/[C:23]1[CH:28]=[C:27]([O:29][CH2:30][C:31]3[CH:36]=[CH:35][CH:34]=[CH:33][CH:32]=3)[C:26]([O:37][CH3:38])=[CH:25][C:24]=1[CH3:39])[NH:14][CH2:13][CH2:12]2)[C:2]1[CH:7]=[CH:6][CH:5]=[CH:4][CH:3]=1.[NH2:40][C:41]1[C:46]([C:47](O)=[O:48])=[CH:45][CH:44]=[CH:43][N:42]=1.CCN(C(C)C)C(C)C.CN(C(ON1N=NC2C=CC=NC1=2)=[N+](C)C)C.F[P-](F)(F)(F)(F)F. Product: [NH2:40][C:41]1[C:46]([C:47]([N:14]2[CH2:13][CH2:12][C:11]3[C:16](=[CH:17][C:18]([O:19][CH3:20])=[C:9]([O:8][CH2:1][C:2]4[CH:7]=[CH:6][CH:5]=[CH:4][CH:3]=4)[CH:10]=3)[CH:15]2/[CH:21]=[CH:22]/[C:23]2[CH:28]=[C:27]([O:29][CH2:30][C:31]3[CH:32]=[CH:33][CH:34]=[CH:35][CH:36]=3)[C:26]([O:37][CH3:38])=[CH:25][C:24]=2[CH3:39])=[O:48])=[CH:45][CH:44]=[CH:43][N:42]=1. The catalyst class is: 329. (5) Reactant: [CH3:1][O:2][C:3]1[CH:8]=[CH:7][C:6](/[CH:9]=[CH:10]/[C:11]2[CH:16]=[CH:15][CH:14]=[CH:13][C:12]=2[C:17]2[N:22]=[C:21]([N:23]3[C:27]([C:28]([F:31])([F:30])[F:29])=[C:26]([C:32]([O:34][CH2:35][CH3:36])=[O:33])[CH:25]=[N:24]3)[CH:20]=[CH:19][CH:18]=2)=[CH:5][CH:4]=1. Product: [CH3:1][O:2][C:3]1[CH:8]=[CH:7][C:6]([CH2:9][CH2:10][C:11]2[CH:16]=[CH:15][CH:14]=[CH:13][C:12]=2[C:17]2[N:22]=[C:21]([N:23]3[C:27]([C:28]([F:30])([F:29])[F:31])=[C:26]([C:32]([O:34][CH2:35][CH3:36])=[O:33])[CH:25]=[N:24]3)[CH:20]=[CH:19][CH:18]=2)=[CH:5][CH:4]=1. The catalyst class is: 19. (6) Reactant: [NH2:1][C:2]1[CH:3]=[CH:4][C:5]2[O:9][C:8]([CH2:10][CH2:11][CH2:12][CH3:13])=[C:7]([C:14](=[O:34])[C:15]3[CH:20]=[CH:19][C:18]([O:21][CH2:22][CH2:23][CH2:24][N:25]([CH2:30][CH2:31][CH2:32][CH3:33])[CH2:26][CH2:27][CH2:28][CH3:29])=[CH:17][CH:16]=3)[C:6]=2[CH:35]=1.[CH3:36][S:37]([Cl:40])(=[O:39])=[O:38]. Product: [CH3:13][CH2:12][CH2:11][CH2:10][C:8]1[O:9][C:5]2[CH:4]=[CH:3][C:2]([NH:1][S:37]([CH3:36])(=[O:39])=[O:38])=[CH:35][C:6]=2[C:7]=1[C:14]([C:15]1[CH:20]=[CH:19][C:18]([O:21][CH2:22][CH2:23][CH2:24][N:25]([CH2:26][CH2:27][CH2:28][CH3:29])[CH2:30][CH2:31][CH2:32][CH3:33])=[CH:17][CH:16]=1)=[O:34].[ClH:40]. The catalyst class is: 10.